This data is from TCR-epitope binding with 47,182 pairs between 192 epitopes and 23,139 TCRs. The task is: Binary Classification. Given a T-cell receptor sequence (or CDR3 region) and an epitope sequence, predict whether binding occurs between them. The epitope is WICLLQFAY. The TCR CDR3 sequence is CASSYSDSSYEQYF. Result: 0 (the TCR does not bind to the epitope).